From a dataset of NCI-60 drug combinations with 297,098 pairs across 59 cell lines. Regression. Given two drug SMILES strings and cell line genomic features, predict the synergy score measuring deviation from expected non-interaction effect. (1) Drug 1: CCCCC(=O)OCC(=O)C1(CC(C2=C(C1)C(=C3C(=C2O)C(=O)C4=C(C3=O)C=CC=C4OC)O)OC5CC(C(C(O5)C)O)NC(=O)C(F)(F)F)O. Drug 2: C1CNP(=O)(OC1)N(CCCl)CCCl. Cell line: HCT-15. Synergy scores: CSS=42.6, Synergy_ZIP=-2.86, Synergy_Bliss=-7.48, Synergy_Loewe=-41.8, Synergy_HSA=-7.95. (2) Drug 1: CN1CCC(CC1)COC2=C(C=C3C(=C2)N=CN=C3NC4=C(C=C(C=C4)Br)F)OC. Drug 2: C1C(C(OC1N2C=C(C(=O)NC2=O)F)CO)O. Cell line: HCT116. Synergy scores: CSS=42.8, Synergy_ZIP=1.52, Synergy_Bliss=2.17, Synergy_Loewe=-10.0, Synergy_HSA=2.32. (3) Drug 1: CC1=C(C(CCC1)(C)C)C=CC(=CC=CC(=CC(=O)O)C)C. Drug 2: CC1=C(C(=O)C2=C(C1=O)N3CC4C(C3(C2COC(=O)N)OC)N4)N. Cell line: OVCAR3. Synergy scores: CSS=2.82, Synergy_ZIP=-6.09, Synergy_Bliss=-8.31, Synergy_Loewe=-23.0, Synergy_HSA=-8.71. (4) Drug 1: CC1=C(C(CCC1)(C)C)C=CC(=CC=CC(=CC(=O)O)C)C. Drug 2: C1=NC2=C(N1)C(=S)N=CN2. Cell line: HL-60(TB). Synergy scores: CSS=59.3, Synergy_ZIP=-4.60, Synergy_Bliss=-3.64, Synergy_Loewe=-0.170, Synergy_HSA=2.00.